This data is from Reaction yield outcomes from USPTO patents with 853,638 reactions. The task is: Predict the reaction yield, written as a fraction of the theoretical maximum amount of product (1.0 means a 100% yield; for example, 0.34 means a 34% yield). The reactants are [N:1]1([S:6]([C:9]2[CH:10]=[C:11]([CH:16]=[CH:17][CH:18]=2)[C:12]([NH:14][NH2:15])=[O:13])(=[O:8])=[O:7])[CH2:5][CH2:4][CH2:3][CH2:2]1.[Cl:19][C:20]1[CH:21]=[CH:22][C:23]([OH:29])=[C:24]([C:26](=O)[CH3:27])[CH:25]=1. The catalyst is CO.C(O)(=O)C. The product is [Cl:19][C:20]1[CH:21]=[CH:22][C:23]([OH:29])=[C:24](/[C:26](=[N:15]/[NH:14][C:12](=[O:13])[C:11]2[CH:16]=[CH:17][CH:18]=[C:9]([S:6]([N:1]3[CH2:2][CH2:3][CH2:4][CH2:5]3)(=[O:7])=[O:8])[CH:10]=2)/[CH3:27])[CH:25]=1. The yield is 0.417.